This data is from Forward reaction prediction with 1.9M reactions from USPTO patents (1976-2016). The task is: Predict the product of the given reaction. (1) Given the reactants [CH:1]1([CH2:7][C:8](=[O:24])[C:9]([NH:11][C:12]2[CH:13]=[CH:14][C:15]3[C:20](=[O:21])[O:19][N:18]=[C:17]([CH3:22])[C:16]=3[CH:23]=2)=[O:10])[CH2:6][CH2:5][CH2:4][CH2:3][CH2:2]1.[CH2:25]([Mg]Cl)[C:26]1[CH:31]=[CH:30][CH:29]=[CH:28][CH:27]=1, predict the reaction product. The product is: [CH:1]1([CH2:7][C:8]([OH:24])([CH2:25][C:26]2[CH:31]=[CH:30][CH:29]=[CH:28][CH:27]=2)[C:9]([NH:11][C:12]2[CH:13]=[CH:14][C:15]3[C:20](=[O:21])[O:19][N:18]=[C:17]([CH3:22])[C:16]=3[CH:23]=2)=[O:10])[CH2:6][CH2:5][CH2:4][CH2:3][CH2:2]1. (2) Given the reactants [CH2:1]([CH:4]([CH2:7][CH2:8][CH2:9][CH2:10][CH3:11])[CH2:5][OH:6])[CH2:2][CH3:3].[OH-].[Na+].CN(C)C1CCCCC1.[CH2:23]([CH:25]1[O:27][CH2:26]1)Cl, predict the reaction product. The product is: [CH2:23]([O:6][CH2:5][CH:4]([CH2:1][CH2:2][CH3:3])[CH2:7][CH2:8][CH2:9][CH2:10][CH3:11])[CH:25]1[O:27][CH2:26]1. (3) Given the reactants [N:1]1([C:8]2[CH:14]=[CH:13][C:11]([NH2:12])=[CH:10][CH:9]=2)[CH2:6][CH2:5][O:4][CH2:3][C:2]1=[O:7].[CH2:15]1[O:17][C@H:16]1[CH2:18][Cl:19], predict the reaction product. The product is: [Cl:19][CH2:18][C@H:16]([OH:17])[CH2:15][NH:12][C:11]1[CH:13]=[CH:14][C:8]([N:1]2[CH2:6][CH2:5][O:4][CH2:3][C:2]2=[O:7])=[CH:9][CH:10]=1. (4) Given the reactants CI.[CH2:3]([O:5][C:6]([C:8]1[C:9](=[O:38])[NH:10][C:11]([N:16]2[CH2:21][CH2:20][CH:19]([C:22](=[O:37])[N:23]([CH2:34][CH:35]=[CH2:36])[S:24]([CH2:27][C:28]3[CH:33]=[CH:32][CH:31]=[CH:30][CH:29]=3)(=[O:26])=[O:25])[CH2:18][CH2:17]2)=[C:12]([C:14]#[N:15])[CH:13]=1)=[O:7])[CH3:4].[CH3:39]S(C)=O, predict the reaction product. The product is: [CH2:3]([O:5][C:6](=[O:7])[C:8]1[CH:13]=[C:12]([C:14]#[N:15])[C:11]([N:16]2[CH2:17][CH2:18][CH:19]([C:22](=[O:37])[N:23]([CH2:34][CH:35]=[CH2:36])[S:24]([CH2:27][C:28]3[CH:29]=[CH:30][CH:31]=[CH:32][CH:33]=3)(=[O:25])=[O:26])[CH2:20][CH2:21]2)=[N:10][C:9]=1[O:38][CH3:39])[CH3:4]. (5) Given the reactants C[C@@H]1C[C@H]1[C:5]([N:7]=[N+]=[N-])=[O:6].[CH2:10]([OH:17])[C:11]1[CH:16]=[CH:15][CH:14]=[CH:13][CH:12]=1.[C:18]1([CH3:24])[CH:23]=[CH:22]C=CC=1, predict the reaction product. The product is: [CH3:24][C@@H:18]1[CH2:23][C@H:22]1[NH:7][C:5](=[O:6])[O:17][CH2:10][C:11]1[CH:16]=[CH:15][CH:14]=[CH:13][CH:12]=1. (6) Given the reactants [H-].[Na+].[C:3]([O:9][CH2:10][CH3:11])(=[O:8])[CH2:4][C:5]([CH3:7])=O.Br[C:13]1[C:14]([NH2:20])=[N:15][CH:16]=[C:17]([Br:19])[N:18]=1, predict the reaction product. The product is: [CH2:10]([O:9][C:3]([C:4]1[C:13]2[C:14](=[N:15][CH:16]=[C:17]([Br:19])[N:18]=2)[NH:20][C:5]=1[CH3:7])=[O:8])[CH3:11]. (7) Given the reactants [C:1]([C:3]1[CH:8]=[CH:7][C:6]([F:9])=[CH:5][N:4]=1)#[CH:2].CO[C:12](=[O:27])[C:13]1[CH:18]=[C:17]([C:19]2[CH:24]=[CH:23][C:22]([Cl:25])=[CH:21][CH:20]=2)[C:16](Cl)=[N:15][CH:14]=1.[NH2:28][C@@H:29]1[CH2:34][CH2:33][CH2:32][CH2:31][C@H:30]1[OH:35], predict the reaction product. The product is: [Cl:25][C:22]1[CH:21]=[CH:20][C:19]([C:17]2[C:16]([CH2:2][CH2:1][C:3]3[CH:8]=[CH:7][C:6]([F:9])=[CH:5][N:4]=3)=[N:15][CH:14]=[C:13]([CH:18]=2)[C:12]([NH:28][C@@H:29]2[CH2:34][CH2:33][CH2:32][CH2:31][C@H:30]2[OH:35])=[O:27])=[CH:24][CH:23]=1.